Dataset: Forward reaction prediction with 1.9M reactions from USPTO patents (1976-2016). Task: Predict the product of the given reaction. (1) Given the reactants CS([C:4]1[N:9]=[CH:8][C:7]2=[CH:10][CH:11]=[C:12]([C:13]3[CH:14]=[N:15][C:16]([O:19][CH3:20])=[CH:17][CH:18]=3)[N:6]2[N:5]=1)=O.[O:21]=[S:22]1(=[O:36])[CH2:27][CH2:26][N:25]([CH2:28][C:29]2[CH:34]=[CH:33][C:32]([NH2:35])=[CH:31][CH:30]=2)[CH2:24][CH2:23]1, predict the reaction product. The product is: [O:36]=[S:22]1(=[O:21])[CH2:23][CH2:24][N:25]([CH2:28][C:29]2[CH:34]=[CH:33][C:32]([NH:35][C:4]3[N:9]=[CH:8][C:7]4=[CH:10][CH:11]=[C:12]([C:13]5[CH:14]=[N:15][C:16]([O:19][CH3:20])=[CH:17][CH:18]=5)[N:6]4[N:5]=3)=[CH:31][CH:30]=2)[CH2:26][CH2:27]1. (2) Given the reactants Cl.[CH3:2][O:3][C:4](=[O:9])[CH:5]([CH2:7][OH:8])[NH2:6].S([O-])([O-])(=O)=O.[Na+].[Na+].C[O-].[Na+].[CH3:20][C:21]([CH3:23])=O, predict the reaction product. The product is: [CH3:2][O:3][C:4](=[O:9])[CH:5]([CH2:7][OH:8])[NH:6][CH:21]([CH3:23])[CH3:20]. (3) The product is: [CH3:11][CH:10]([CH3:12])[CH:9]([NH:8][C:6]1[CH:7]=[C:2]([N:32]2[CH2:31][CH2:30][N:29]([C:22]([O:24][C:25]([CH3:28])([CH3:27])[CH3:26])=[O:23])[CH2:34][CH2:33]2)[CH:3]=[CH:4][C:5]=1[N+:19]([O-:21])=[O:20])[C:13]1[CH:18]=[CH:17][CH:16]=[CH:15][CH:14]=1. Given the reactants F[C:2]1[CH:3]=[CH:4][C:5]([N+:19]([O-:21])=[O:20])=[C:6]([NH:8][CH:9]([C:13]2[CH:18]=[CH:17][CH:16]=[CH:15][CH:14]=2)[CH:10]([CH3:12])[CH3:11])[CH:7]=1.[C:22]([N:29]1[CH2:34][CH2:33][NH:32][CH2:31][CH2:30]1)([O:24][C:25]([CH3:28])([CH3:27])[CH3:26])=[O:23].C(N(CC)C(C)C)(C)C, predict the reaction product. (4) Given the reactants [Cl:1][C:2]1[CH:9]=[C:8]([OH:10])[CH:7]=[CH:6][C:3]=1[C:4]#[N:5].CCN(C(C)C)C(C)C.[CH3:20][Si:21]([CH2:24][CH2:25][O:26][CH2:27]Cl)([CH3:23])[CH3:22], predict the reaction product. The product is: [Cl:1][C:2]1[CH:9]=[C:8]([O:10][CH2:27][O:26][CH2:25][CH2:24][Si:21]([CH3:23])([CH3:22])[CH3:20])[CH:7]=[CH:6][C:3]=1[C:4]#[N:5]. (5) Given the reactants [F:1][C:2]1[CH:7]=[CH:6][C:5]([C:8]2[C:9]([C:32]3[CH:37]=[CH:36][N:35]=[CH:34][CH:33]=3)=[N:10][N:11]3[C:16]([C:17]4[CH:22]=[CH:21][C:20]([N:23]5[CH2:28][C@@H:27]6[CH2:29][C@H:24]5[CH2:25][N:26]6[CH3:30])=[CH:19][C:18]=4[CH3:31])=[CH:15][CH:14]=[N:13][C:12]=23)=[CH:4][C:3]=1[O:38]C.B(Br)(Br)Br, predict the reaction product. The product is: [F:1][C:2]1[CH:7]=[CH:6][C:5]([C:8]2[C:9]([C:32]3[CH:33]=[CH:34][N:35]=[CH:36][CH:37]=3)=[N:10][N:11]3[C:16]([C:17]4[CH:22]=[CH:21][C:20]([N:23]5[CH2:28][C@@H:27]6[CH2:29][C@H:24]5[CH2:25][N:26]6[CH3:30])=[CH:19][C:18]=4[CH3:31])=[CH:15][CH:14]=[N:13][C:12]=23)=[CH:4][C:3]=1[OH:38]. (6) Given the reactants Br[CH2:2][C:3]([C:5]1[CH:10]=[CH:9][CH:8]=[C:7]([Br:11])[CH:6]=1)=[O:4].[NH:12]1[CH2:17][CH2:16][O:15][CH2:14][CH2:13]1, predict the reaction product. The product is: [Br:11][C:7]1[CH:6]=[C:5]([C:3](=[O:4])[CH2:2][N:12]2[CH2:17][CH2:16][O:15][CH2:14][CH2:13]2)[CH:10]=[CH:9][CH:8]=1.